From a dataset of Peptide-MHC class I binding affinity with 185,985 pairs from IEDB/IMGT. Regression. Given a peptide amino acid sequence and an MHC pseudo amino acid sequence, predict their binding affinity value. This is MHC class I binding data. (1) The peptide sequence is IIVDSQYVM. The MHC is Mamu-A2201 with pseudo-sequence Mamu-A2201. The binding affinity (normalized) is 0.427. (2) The peptide sequence is VLYDEFVTI. The MHC is HLA-A68:02 with pseudo-sequence HLA-A68:02. The binding affinity (normalized) is 0.376. (3) The peptide sequence is LSAIYDKPI. The MHC is Mamu-A01 with pseudo-sequence Mamu-A01. The binding affinity (normalized) is 0.114. (4) The peptide sequence is VAGFSGKEPI. The MHC is HLA-A02:02 with pseudo-sequence HLA-A02:02. The binding affinity (normalized) is 0. (5) The peptide sequence is LTDEDKQNQ. The MHC is HLA-A30:01 with pseudo-sequence HLA-A30:01. The binding affinity (normalized) is 0.0847.